From a dataset of Drug-target binding data from BindingDB using Ki measurements. Regression. Given a target protein amino acid sequence and a drug SMILES string, predict the binding affinity score between them. We predict pKi (pKi = -log10(Ki in M); higher means stronger inhibition). Dataset: bindingdb_ki. (1) The compound is Cc1cc2c(cc1C1(c3ccc(C(=O)O)cn3)CC1)C(C)(C)CCC2(C)C. The target protein sequence is MYESVEVGGLAPAPNPFLVVDFYNQNRACLLQEKGLPAPGPYSTPLRTPLWNGSNHSIETQSSSSEEIVPSPPSPPPLPRIYKPCFVCQDKSSGYHYGVSACEGCKGFFRRSIQKNMVYTCHRDKNCIINKVTRNRCQYCRLQKCFEVGMSKESVRNDRNKKKKETPKPECSESYTLTPEVGELIEKVRKAHQETFPALCQLGKYTTNNSSEQRVSLDIDLWDKFSELSTKCIIKTVEFAKQLPGFTTLTIADQITLLKAACLDILILRICTRYTPEQDTMTFSDGLTLNRTQMHNAGFGPLTDLVFAFANQLLPLEMDDAETGLLSAICLICGDRQDLEQPDKVDMLQEPLLEALKVYVRKRRPSRPHMFPKMLMKITDLRSISAKGAERVITLKMEIPGSMPPLIQEMLENSEGLDTLSGQSGGGTRDGGGLAPPPGSCSPSLSPSSHRSSPATQSP. The pKi is 6.0. (2) The compound is Cc1ccc(-c2c(C(=O)NN)[nH]c3ccc(S(N)(=O)=O)cc23)cc1. The target protein sequence is MAAAQRQSPIDIVPQHVCCDTDVCKADALNIDYKSGDCCDVLVSEGGFLVNVKRNCGTFLTANHLPSSKFALAQFHAHWGSNSKEGSEHFLDGKQLSGEVHFVFWNTSYESFNVALSKPDGLAVVGVFLKEGKYNDNYHGLIDTVRKATGNATPIAMPKDFHIEHLLPSPDKREFVTYLGSLTTPPYNECVIWTLFTEPVEVSFGQLNVLRNIIPANHRACQDRCDREIRSSFNF. The pKi is 7.9. (3) The small molecule is N#Cc1ncc2nc1OCCCCOc1cc(NCc3cncs3)c(Cl)cc1NC(=O)N2. The target protein (Q9BXU1) has sequence MWVQGHSSRASATESVSFSGIVQMDEDTHYDKVEDVVGSHIEDAVTFWAQSINRNKDIMKIGCSLSEVCPQASSVLGNLDPNKIYGGLFSEDQCWYRCKVLKIISVEKCLVRYIDYGNTEILNRSDIVEIPLELQFSSVAKKYKLWGLHIPSDQEVTQFDQGTTFLGSLIFEKEIKMRIKATSEDGTVIAQAEYGSVDIGEEVLKKGFAEKCRLASRTDICEEKKLDPGQLVLRNLKSPIPLWGHRSNQSTFSRPKGHLSEKMTLDLKDENDAGNLITFPKESLAVGDFNLGSNVSLEKIKQDQKLIEENEKLKTEKDALLESYKALELKVEQIAQELQQEKAAAVDLTNHLEYTLKTYIDTRMKNLAAKMEILKEMRHVDISVRFGKDLSDAIQVLDEGCFTTPASLNGLEIIWAEYSLAQENIKTCEYVSEGNILIAQRNEMQQKLYMSVEDFILEVDESSLNKRLKTLQDLSVSLEAVYGQAKEGANSDEILKKFYD.... The pKi is 5.8. (4) The compound is O=S1CCN(Cc2ccc(-c3ccc4ncnc(Nc5ccc(OCc6ccccc6)c(Cl)c5)c4c3)o2)CC1. The target protein (P0AE05) has sequence MDTTQVTLIHKILAAADERNLPLWIGGGWAIDARLGRVTRKHDDIDLTFPGERRGELEAIVEMLGGRVMEELDYGFLAEIGDELLDCEPAWWADEAYEIAEAPQGSCPEAAEGVIAGRPVRCNSWEAIIWDYFYYADEVPPVDWPTKHIESYRLACTSLGAEKVEVLRAAFRSRYAA. The pKi is 4.9.